The task is: Predict the product of the given reaction.. This data is from Forward reaction prediction with 1.9M reactions from USPTO patents (1976-2016). (1) Given the reactants [CH3:1][C:2]1[C:3]([C:12]2[N:13]=[CH:14][C:15]([NH2:18])=[N:16][CH:17]=2)=[CH:4][C:5]2[O:10][CH2:9][CH2:8][O:7][C:6]=2[CH:11]=1.[Cl-].[F:20][C:21]1[CH:26]=[CH:25][CH:24]=[C:23]([F:27])[CH:22]=1.[CH:28](N(C(C)C)CC)(C)C.[OH-:37].[Na+], predict the reaction product. The product is: [F:20][C:21]1[CH:26]=[CH:25][CH:24]=[C:23]([F:27])[C:22]=1[C:28]([NH:18][C:15]1[CH:14]=[N:13][C:12]([C:3]2[C:2]([CH3:1])=[CH:11][C:6]3[O:7][CH2:8][CH2:9][O:10][C:5]=3[CH:4]=2)=[CH:17][N:16]=1)=[O:37]. (2) Given the reactants C([O:4][C:5]1[CH:18]=[CH:17][C:8]([C:9]([C:11]2[CH:16]=[CH:15][CH:14]=[CH:13][CH:12]=2)=[O:10])=[C:7]([OH:19])[CH:6]=1)C=C.Cl[C:21]1[CH:26]=CC=C[C:22]=1Cl, predict the reaction product. The product is: [OH:19][C:7]1[C:6]([CH2:26][CH:21]=[CH2:22])=[C:5]([OH:4])[CH:18]=[CH:17][C:8]=1[C:9]([C:11]1[CH:12]=[CH:13][CH:14]=[CH:15][CH:16]=1)=[O:10]. (3) Given the reactants Br[C:2]1[CH:10]=[C:9]([F:11])[CH:8]=[C:7]2[C:3]=1[CH2:4][CH2:5][C:6]2=[O:12].[CH3:13][N:14](C=O)C, predict the reaction product. The product is: [F:11][C:9]1[CH:10]=[C:2]([C:13]#[N:14])[C:3]2[CH2:4][CH2:5][C:6](=[O:12])[C:7]=2[CH:8]=1. (4) Given the reactants [CH3:1][S:2][C:3]1[CH:8]=[CH:7][C:6]([C:9]2[CH:14]=[CH:13][NH:12][C:11](=[O:15])[CH:10]=2)=[CH:5][CH:4]=1.Br[C:17]1[CH:25]=[C:24]2[C:20]([C:21]3[CH2:30][CH2:29][N:28]([C:31]([O:33][C:34]([CH3:37])([CH3:36])[CH3:35])=[O:32])[CH2:27][C:22]=3[N:23]2[CH3:26])=[CH:19][CH:18]=1.OC1C=CC=C2C=1N=CC=C2.C([O-])([O-])=O.[Cs+].[Cs+], predict the reaction product. The product is: [CH3:26][N:23]1[C:24]2[C:20](=[CH:19][CH:18]=[C:17]([N:12]3[CH:13]=[CH:14][C:9]([C:6]4[CH:7]=[CH:8][C:3]([S:2][CH3:1])=[CH:4][CH:5]=4)=[CH:10][C:11]3=[O:15])[CH:25]=2)[C:21]2[CH2:30][CH2:29][N:28]([C:31]([O:33][C:34]([CH3:37])([CH3:36])[CH3:35])=[O:32])[CH2:27][C:22]1=2. (5) The product is: [CH2:1]([O:8][C@H:9]([C@@H:26]([O:29][CH2:30][C:31]1[CH:32]=[CH:33][CH:34]=[CH:35][CH:36]=1)[C@H:27]([OH:28])[CH3:37])[CH2:10][O:11][CH2:12][C@H:13]([NH:18][C:19]([O:21][C:22]([CH3:24])([CH3:25])[CH3:23])=[O:20])[C:14]([O:16][CH3:17])=[O:15])[C:2]1[CH:7]=[CH:6][CH:5]=[CH:4][CH:3]=1. Given the reactants [CH2:1]([O:8][C@H:9]([C@@H:26]([O:29][CH2:30][C:31]1[CH:36]=[CH:35][CH:34]=[CH:33][CH:32]=1)[CH:27]=[O:28])[CH2:10][O:11][CH2:12][C@H:13]([NH:18][C:19]([O:21][C:22]([CH3:25])([CH3:24])[CH3:23])=[O:20])[C:14]([O:16][CH3:17])=[O:15])[C:2]1[CH:7]=[CH:6][CH:5]=[CH:4][CH:3]=1.[CH3:37][Mg]Br.C(OCC)C, predict the reaction product. (6) Given the reactants C(OC([N:9]1[C:13]2[CH:14]=[C:15]([O:20]C)C=[C:17](C#N)[C:12]=2[N:11]=[C:10]1[CH3:22])(OCC)C)C.[OH-:23].[K+].C(O)[CH2:26][O:27][CH2:28][CH2:29]O, predict the reaction product. The product is: [CH3:26][O:27][C:28]1[CH:29]=[C:14]([C:15]([OH:20])=[O:23])[C:13]2[N:9]=[C:10]([CH3:22])[NH:11][C:12]=2[CH:17]=1. (7) Given the reactants [CH2:1]([C@@H:8]1[NH:13][CH2:12][CH2:11][N:10]([CH2:14][C:15]2[CH:20]=[CH:19][C:18]([C:21]3[CH:26]=[C:25]([CH3:27])[CH:24]=[CH:23][C:22]=3[Cl:28])=[CH:17][CH:16]=2)[CH2:9]1)[C:2]1[CH:7]=[CH:6][CH:5]=[CH:4][CH:3]=1.Br[CH2:30][CH3:31].C(N(CC)C(C)C)(C)C, predict the reaction product. The product is: [CH2:30]([N:13]1[CH2:12][CH2:11][N:10]([CH2:14][C:15]2[CH:20]=[CH:19][C:18]([C:21]3[CH:26]=[C:25]([CH3:27])[CH:24]=[CH:23][C:22]=3[Cl:28])=[CH:17][CH:16]=2)[CH2:9][C@@H:8]1[CH2:1][C:2]1[CH:7]=[CH:6][CH:5]=[CH:4][CH:3]=1)[CH3:31]. (8) Given the reactants C(O[C:4]([C:6]1[C:7]([OH:26])=[C:8]2[C:14]([Br:15])=[C:13]([Br:16])[N:12]([CH2:17][C:18]3[CH:23]=[CH:22][C:21]([O:24][CH3:25])=[CH:20][CH:19]=3)[C:9]2=[CH:10][N:11]=1)=[O:5])C.[NH2:27][CH2:28][C:29]([OH:31])=[O:30].C[O-].[Na+].CO, predict the reaction product. The product is: [Br:16][C:13]1[N:12]([CH2:17][C:18]2[CH:23]=[CH:22][C:21]([O:24][CH3:25])=[CH:20][CH:19]=2)[C:9]2=[CH:10][N:11]=[C:6]([C:4]([NH:27][CH2:28][C:29]([OH:31])=[O:30])=[O:5])[C:7]([OH:26])=[C:8]2[C:14]=1[Br:15]. (9) Given the reactants B.C1COCC1.[Cl:7][C:8]1[CH:15]=[CH:14][C:11]([C:12]#[N:13])=[CH:10][C:9]=1[N+:16]([O-:18])=[O:17].CO.Cl, predict the reaction product. The product is: [ClH:7].[Cl:7][C:8]1[CH:15]=[CH:14][C:11]([CH2:12][NH2:13])=[CH:10][C:9]=1[N+:16]([O-:18])=[O:17].